From a dataset of Catalyst prediction with 721,799 reactions and 888 catalyst types from USPTO. Predict which catalyst facilitates the given reaction. (1) Reactant: [NH2:1][C:2]1[C:3]([OH:9])=[N:4][CH:5]=[CH:6][C:7]=1[Cl:8].Cl[CH2:11][C:12](Cl)=[O:13].C(=O)([O-])[O-].[K+].[K+].O. Product: [Cl:8][C:7]1[C:2]2[NH:1][C:12](=[O:13])[CH2:11][O:9][C:3]=2[N:4]=[CH:5][CH:6]=1. The catalyst class is: 9. (2) The catalyst class is: 9. Reactant: [CH2:1]([O:3][C:4](=[O:14])[CH2:5][P:6]([O:11][CH2:12][CH3:13])([O:8][CH2:9][CH3:10])=[O:7])[CH3:2].[H-].[Na+].Br[CH2:18][C:19]1[CH:24]=[CH:23][CH:22]=[CH:21][C:20]=1[Cl:25]. Product: [Cl:25][C:20]1[CH:21]=[CH:22][CH:23]=[CH:24][C:19]=1[CH2:18][CH:5]([P:6]([O:8][CH2:9][CH3:10])([O:11][CH2:12][CH3:13])=[O:7])[C:4]([O:3][CH2:1][CH3:2])=[O:14]. (3) The catalyst class is: 121. Reactant: C(C1C=C(C=CC=1OC(C)C)C(O)=O)#N.C1C=CC2N(O)N=NC=2C=1.C(Cl)CCl.[Si](OCC1C=C(C=CN=1)C(=N)NO)(C(C)(C)C)(C)C.[Si]([O:56][CH2:57][C:58]1[CH:59]=[C:60]([CH:79]=[CH:80][N:81]=1)[C:61](=[NH:78])[NH:62][O:63][C:64](=O)[C:65]1[CH:70]=[CH:69][C:68]([O:71][CH:72]([CH3:74])[CH3:73])=[C:67]([C:75]#[N:76])[CH:66]=1)(C(C)(C)C)(C)C. Product: [OH:56][CH2:57][C:58]1[CH:59]=[C:60]([C:61]2[N:78]=[C:64]([C:65]3[CH:70]=[CH:69][C:68]([O:71][CH:72]([CH3:74])[CH3:73])=[C:67]([CH:66]=3)[C:75]#[N:76])[O:63][N:62]=2)[CH:79]=[CH:80][N:81]=1. (4) Reactant: [Cl:1][C:2]1[CH:7]=[C:6]2[NH:8][C:9](=[O:43])[C@@:10]3([C@H:14]([CH:15]=[C:16]([CH3:18])[CH3:17])[NH:13][C@@H:12]([C:19]([NH:21][C:22]4[CH:32]=[CH:31][C:25]([C:26]([O:28]CC)=[O:27])=[CH:24][C:23]=4[O:33][CH3:34])=[O:20])[C@@H:11]3[C:35]3[CH:40]=[CH:39][CH:38]=[C:37]([Cl:41])[C:36]=3[F:42])[C:5]2=[CH:4][CH:3]=1.[OH-].[Na+].C1COCC1.C(O)(=O)CC(CC(O)=O)(C(O)=O)O. Product: [Cl:1][C:2]1[CH:7]=[C:6]2[NH:8][C:9](=[O:43])[C@@:10]3([C@H:14]([CH:15]=[C:16]([CH3:17])[CH3:18])[NH:13][C@@H:12]([C:19]([NH:21][C:22]4[CH:32]=[CH:31][C:25]([C:26]([OH:28])=[O:27])=[CH:24][C:23]=4[O:33][CH3:34])=[O:20])[C@@H:11]3[C:35]3[CH:40]=[CH:39][CH:38]=[C:37]([Cl:41])[C:36]=3[F:42])[C:5]2=[CH:4][CH:3]=1. The catalyst class is: 20. (5) Reactant: [CH3:1][C:2]1(C(O)=O)[CH2:7][CH2:6][CH:5]([S:8]([C:11]2[CH:16]=[CH:15][CH:14]=[C:13]([C:17]([F:20])([F:19])[F:18])[CH:12]=2)(=[O:10])=[O:9])[CH2:4][CH2:3]1.C(Cl)(C([Cl:28])=O)=O.[N-:30]=[N+]=[N-].[Na+]. Product: [ClH:28].[CH3:1][C:2]1([NH2:30])[CH2:7][CH2:6][CH:5]([S:8]([C:11]2[CH:16]=[CH:15][CH:14]=[C:13]([C:17]([F:20])([F:19])[F:18])[CH:12]=2)(=[O:10])=[O:9])[CH2:4][CH2:3]1. The catalyst class is: 735. (6) Reactant: [F:1][C:2]1[CH:7]=[C:6]([F:8])[CH:5]=[CH:4][C:3]=1[N:9]1[C:13]([C:14]2[S:23][C:22]3[C:21]4[N:24]=[C:25]([C:28]5[CH:29]=[N:30][C:31](F)=[CH:32][CH:33]=5)[CH:26]=[CH:27][C:20]=4[O:19][CH2:18][CH2:17][C:16]=3[CH:15]=2)=[N:12][CH:11]=[N:10]1.[CH3:35][O:36][CH2:37][CH2:38][NH2:39]. Product: [F:1][C:2]1[CH:7]=[C:6]([F:8])[CH:5]=[CH:4][C:3]=1[N:9]1[C:13]([C:14]2[S:23][C:22]3[C:21]4[N:24]=[C:25]([C:28]5[CH:33]=[CH:32][C:31]([NH:39][CH2:38][CH2:37][O:36][CH3:35])=[N:30][CH:29]=5)[CH:26]=[CH:27][C:20]=4[O:19][CH2:18][CH2:17][C:16]=3[CH:15]=2)=[N:12][CH:11]=[N:10]1. The catalyst class is: 37. (7) Reactant: Cl.C(OC([N:9]1[CH2:23][C:12]2=[C:13]3[N:18]([N:19]=[C:11]2[CH2:10]1)[C:17]([CH3:20])=[C:16]([Cl:21])[C:15]([CH3:22])=[N:14]3)=O)(C)(C)C.CC(OC)(C)C. Product: [ClH:21].[Cl:21][C:16]1[C:15]([CH3:22])=[N:14][C:13]2[N:18]([N:19]=[C:11]3[CH2:10][NH:9][CH2:23][C:12]3=2)[C:17]=1[CH3:20]. The catalyst class is: 52. (8) Reactant: Cl.[N+:2]([C:5]1[CH:13]=[CH:12][C:8]([CH2:9][CH2:10][NH2:11])=[CH:7][CH:6]=1)([O-:4])=[O:3].CCN(C(C)C)C(C)C.[O:23](C(C(F)(F)F)=O)[C:24]([C:26]([F:29])([F:28])[F:27])=O. Product: [F:27][C:26]([F:29])([F:28])[C:24]([NH:11][CH2:10][CH2:9][C:8]1[CH:7]=[CH:6][C:5]([N+:2]([O-:4])=[O:3])=[CH:13][CH:12]=1)=[O:23]. The catalyst class is: 2. (9) Reactant: [NH2:1][C:2]1[CH:20]=[CH:19][C:5]([O:6][C:7]2[CH:12]=[CH:11][N:10]=[C:9]([NH:13][C:14]([CH:16]3[CH2:18][CH2:17]3)=[O:15])[CH:8]=2)=[CH:4][CH:3]=1.[O:21]([C:28]([NH:30][C:31]1[CH:32]=[C:33]([CH:47]=[C:48]([C:50]([F:53])([F:52])[F:51])[CH:49]=1)[O:34][CH2:35][CH:36]1[CH2:39][N:38]([C:40]([O:42][C:43]([CH3:46])([CH3:45])[CH3:44])=[O:41])[CH2:37]1)=O)C1C=CC=CC=1.CCN(C(C)C)C(C)C. Product: [CH:16]1([C:14]([NH:13][C:9]2[CH:8]=[C:7]([O:6][C:5]3[CH:19]=[CH:20][C:2]([NH:1][C:28]([NH:30][C:31]4[CH:32]=[C:33]([CH:47]=[C:48]([C:50]([F:53])([F:52])[F:51])[CH:49]=4)[O:34][CH2:35][CH:36]4[CH2:37][N:38]([C:40]([O:42][C:43]([CH3:46])([CH3:45])[CH3:44])=[O:41])[CH2:39]4)=[O:21])=[CH:3][CH:4]=3)[CH:12]=[CH:11][N:10]=2)=[O:15])[CH2:17][CH2:18]1. The catalyst class is: 1. (10) Reactant: [NH2:1][C:2]1[C:11]([O:12][CH3:13])=[CH:10][CH:9]=[CH:8][C:3]=1[C:4]([O:6][CH3:7])=[O:5].[Br:14]Br.O. Product: [NH2:1][C:2]1[C:11]([O:12][CH3:13])=[CH:10][C:9]([Br:14])=[CH:8][C:3]=1[C:4]([O:6][CH3:7])=[O:5]. The catalyst class is: 15.